Dataset: Catalyst prediction with 721,799 reactions and 888 catalyst types from USPTO. Task: Predict which catalyst facilitates the given reaction. (1) Reactant: Cl.[Cl:2][C:3]1[N:10]=[C:9]([Cl:11])[C:8]([F:12])=[CH:7][C:4]=1[C:5]#[N:6]. Product: [Cl:2][C:3]1[C:4]([CH2:5][NH2:6])=[CH:7][C:8]([F:12])=[C:9]([Cl:11])[N:10]=1. The catalyst class is: 19. (2) Reactant: [F:1][C:2]1[C:7]([OH:8])=[CH:6][CH:5]=[C:4]([N+:9]([O-:11])=[O:10])[C:3]=1[CH:12]([C:20](=[O:22])[CH3:21])C(OC(C)(C)C)=O.FC(F)(F)C(O)=O. Product: [F:1][C:2]1[C:7]([OH:8])=[CH:6][CH:5]=[C:4]([N+:9]([O-:11])=[O:10])[C:3]=1[CH2:12][C:20](=[O:22])[CH3:21]. The catalyst class is: 4. (3) Reactant: [Cl:1][C:2]1[C:3]2[N:4]([C:8]([CH:27]3[CH2:30][C:29](=[CH2:31])[CH2:28]3)=[N:9][C:10]=2[C:11]2[CH:20]=[C:19]3[C:14]([CH:15]=[CH:16][C:17]([C:21]4[CH:26]=[CH:25][CH:24]=[CH:23][CH:22]=4)=[N:18]3)=[CH:13][CH:12]=2)[CH:5]=[CH:6][N:7]=1.B1C2CCCC1CCC2.[OH-:41].[Na+].OO. Product: [Cl:1][C:2]1[C:3]2[N:4]([C:8]([CH:27]3[CH2:30][CH:29]([CH2:31][OH:41])[CH2:28]3)=[N:9][C:10]=2[C:11]2[CH:20]=[C:19]3[C:14]([CH:15]=[CH:16][C:17]([C:21]4[CH:26]=[CH:25][CH:24]=[CH:23][CH:22]=4)=[N:18]3)=[CH:13][CH:12]=2)[CH:5]=[CH:6][N:7]=1. The catalyst class is: 76. (4) Reactant: FC(F)(F)C(O)=O.[Cl:8][C:9]1[CH:10]=[C:11]([N:15]2[CH:19]=[N:18][C:17]([C:20]([N:22]3[CH2:27][CH2:26][NH:25][CH2:24][C:23]3([CH3:29])[CH3:28])=[O:21])=[N:16]2)[CH:12]=[CH:13][CH:14]=1.CCN(C(C)C)C(C)C.[Cl:39][C:40]1[CH:41]=[C:42]([CH:46]=[CH:47][CH:48]=1)[C:43](Cl)=[O:44]. Product: [Cl:39][C:40]1[CH:41]=[C:42]([CH:46]=[CH:47][CH:48]=1)[C:43]([N:25]1[CH2:26][CH2:27][N:22]([C:20]([C:17]2[N:18]=[CH:19][N:15]([C:11]3[CH:12]=[CH:13][CH:14]=[C:9]([Cl:8])[CH:10]=3)[N:16]=2)=[O:21])[C:23]([CH3:29])([CH3:28])[CH2:24]1)=[O:44]. The catalyst class is: 3. (5) Reactant: [ClH:1].C(OC([NH:9][CH2:10][C@H:11]1[CH2:16][CH2:15][C@H:14]([C:17]([NH:19][C@H:20]([C:51](=[O:64])[NH:52][C:53]2[CH:58]=[CH:57][C:56]([C:59]3[NH:63][N:62]=[N:61][N:60]=3)=[CH:55][CH:54]=2)[CH2:21][C:22]2[CH:23]=[CH:24][C:25]([CH3:50])=[C:26]([C:28]3[CH:33]=[CH:32][C:31]([C:34]([NH:36][CH:37]4[CH2:42][CH2:41][N:40](C(OC(C)(C)C)=O)[CH2:39][CH2:38]4)=[O:35])=[CH:30][CH:29]=3)[CH:27]=2)=[O:18])[CH2:13][CH2:12]1)=O)(C)(C)C.C(#N)C. Product: [ClH:1].[NH2:9][CH2:10][C@H:11]1[CH2:12][CH2:13][C@H:14]([C:17]([NH:19][C@H:20]([C:51](=[O:64])[NH:52][C:53]2[CH:54]=[CH:55][C:56]([C:59]3[NH:63][N:62]=[N:61][N:60]=3)=[CH:57][CH:58]=2)[CH2:21][C:22]2[CH:23]=[CH:24][C:25]([CH3:50])=[C:26]([C:28]3[CH:29]=[CH:30][C:31]([C:34]([NH:36][CH:37]4[CH2:38][CH2:39][NH:40][CH2:41][CH2:42]4)=[O:35])=[CH:32][CH:33]=3)[CH:27]=2)=[O:18])[CH2:15][CH2:16]1. The catalyst class is: 12. (6) Reactant: [Br:1][C:2]1[CH:8]=[CH:7][C:5]([NH2:6])=[CH:4][CH:3]=1.[CH2:9]([O:11]/[CH:12]=[CH:13]/[C:14](Cl)=[O:15])[CH3:10].O. Product: [Br:1][C:2]1[CH:8]=[CH:7][C:5]([NH:6][C:14](=[O:15])/[CH:13]=[CH:12]/[O:11][CH2:9][CH3:10])=[CH:4][CH:3]=1. The catalyst class is: 17. (7) Reactant: Br[C:2]1[C:7]([CH3:8])=[CH:6][C:5]([Br:9])=[CH:4][N:3]=1.[C:10]([O:14][C:15]([N:17]1[CH2:22][CH2:21][NH:20][CH2:19][CH2:18]1)=[O:16])([CH3:13])([CH3:12])[CH3:11].CCN(C(C)C)C(C)C. Product: [C:10]([O:14][C:15]([N:17]1[CH2:22][CH2:21][N:20]([C:2]2[C:7]([CH3:8])=[CH:6][C:5]([Br:9])=[CH:4][N:3]=2)[CH2:19][CH2:18]1)=[O:16])([CH3:13])([CH3:11])[CH3:12]. The catalyst class is: 44.